From a dataset of Experimentally validated miRNA-target interactions with 360,000+ pairs, plus equal number of negative samples. Binary Classification. Given a miRNA mature sequence and a target amino acid sequence, predict their likelihood of interaction. The miRNA is mmu-miR-709 with sequence GGAGGCAGAGGCAGGAGGA. The protein sequence of the target gene is MASAAAGEAEETTRLRKPRFSFEENQILIREVRAHYPQLYGAQSRRVSVAERRRVWDGIAAKINGITSWKRTGQEVQKRWNDFKRRTKEKLARVPHSTQGAGPAAEDAFSAEEETIFAILGPGVAAPGAGAGAEEPPAAPSSQPPPPSACPQRYVLSEDRREDRRADTSAHSKAGSSSPEPWARPSCTPQEGGCPRPKERESPPPSALQPVQLPRLALSPPPPAPPLPPPPPLAQVAPSPPSPPPPPRPPPTLSASDPSLDFLRAQQETANAIRELAGTLRQGLAKLSEALSALLPLLPG.... Result: 0 (no interaction).